Dataset: Retrosynthesis with 50K atom-mapped reactions and 10 reaction types from USPTO. Task: Predict the reactants needed to synthesize the given product. (1) Given the product CN1Cc2cc(-c3ccc(-c4cncc(NS(=O)(=O)c5ccc(Cl)nc5)c4)s3)ccc2C1=O, predict the reactants needed to synthesize it. The reactants are: CN1Cc2cc(-c3ccc(-c4cncc(N)c4)s3)ccc2C1=O.O=S(=O)(Cl)c1ccc(Cl)nc1. (2) Given the product CCOC(=O)/C=C1\CCc2cc(OC)ccc2C1, predict the reactants needed to synthesize it. The reactants are: CCOC(=O)CP(=O)(OCC)OCC.COc1ccc2c(c1)CCC(=O)C2.